This data is from Catalyst prediction with 721,799 reactions and 888 catalyst types from USPTO. The task is: Predict which catalyst facilitates the given reaction. (1) Reactant: C(OC([N:8]1[CH2:14][CH2:13][CH2:12][C@H:9]1[CH2:10][OH:11])=O)(C)(C)C.O[C:16]1[CH:25]=[CH:24][C:19]([C:20]([O:22][CH3:23])=[O:21])=[CH:18][C:17]=1[N+:26]([O-:28])=[O:27].C1C=CC(P(C2C=CC=CC=2)C2C=CC=CC=2)=CC=1.N(C(OC(C)C)=O)=NC(OC(C)C)=O. Product: [N+:26]([C:17]1[CH:18]=[C:19]([CH:24]=[CH:25][C:16]=1[O:11][CH2:10][CH:9]1[CH2:12][CH2:13][CH2:14][NH:8]1)[C:20]([O:22][CH3:23])=[O:21])([O-:28])=[O:27]. The catalyst class is: 1. (2) Reactant: [Cl:1][C:2]1[CH:7]=[C:6]([C:8]2[N:12]=[C:11]([C:13]3[N:14]=[C:15]4[C:20]([Cl:21])=[CH:19][C:18]([C:22]([F:25])([F:24])[F:23])=[CH:17][N:16]4[CH:26]=3)[O:10][N:9]=2)[C:5]([Cl:27])=[CH:4][C:3]=1[OH:28].[OH-].[Na+].[C:31](OCCBr)(=[O:33])[CH3:32]. Product: [Cl:1][C:2]1[CH:7]=[C:6]([C:8]2[N:12]=[C:11]([C:13]3[N:14]=[C:15]4[C:20]([Cl:21])=[CH:19][C:18]([C:22]([F:23])([F:25])[F:24])=[CH:17][N:16]4[CH:26]=3)[O:10][N:9]=2)[C:5]([Cl:27])=[CH:4][C:3]=1[O:28][CH2:32][CH2:31][OH:33]. The catalyst class is: 351. (3) Reactant: [CH3:1][NH:2][CH:3]1[CH2:8][CH2:7][CH2:6][NH:5][CH2:4]1.[C:9](Cl)([CH3:11])=[O:10].CCN(C(C)C)C(C)C.C(Cl)Cl. Product: [C:9]([N:5]1[CH2:6][CH2:7][CH2:8][CH:3]([NH:2][CH3:1])[CH2:4]1)(=[O:10])[CH3:11]. The catalyst class is: 256. (4) Reactant: [N+](CCCC)(CCCC)(CCCC)CCCC.[F-].CC(O)=O.[Si]([O:30][CH2:31][C@H:32]1[O:36][C@@H:35]([N:37]2[C:67]3[N:66]=[CH:65][N:64]=[C:41]([NH:42][C:43]([C:58]4[CH:63]=[CH:62][CH:61]=[CH:60][CH:59]=4)([C:52]4[CH:57]=[CH:56][CH:55]=[CH:54][CH:53]=4)[C:44]4[CH:49]=[CH:48][C:47]([O:50][CH3:51])=[CH:46][CH:45]=4)[C:40]=3[N:39]=[CH:38]2)[C@H:34]([O:68][C:69](=[O:75])[CH2:70][CH2:71][C:72]([CH3:74])=[O:73])[C@@H:33]1[O:76][CH3:77])(C(C)(C)C)(C)C.C([O-])(O)=O.[Na+]. Product: [C:69]([O:68][C@@H:34]1[C@H:33]([O:76][CH3:77])[C@@H:32]([CH2:31][OH:30])[O:36][C@H:35]1[N:37]1[C:67]2[N:66]=[CH:65][N:64]=[C:41]([NH:42][C:43]([C:58]3[CH:59]=[CH:60][CH:61]=[CH:62][CH:63]=3)([C:52]3[CH:53]=[CH:54][CH:55]=[CH:56][CH:57]=3)[C:44]3[CH:49]=[CH:48][C:47]([O:50][CH3:51])=[CH:46][CH:45]=3)[C:40]=2[N:39]=[CH:38]1)(=[O:75])[CH2:70][CH2:71][C:72]([CH3:74])=[O:73]. The catalyst class is: 1. (5) Product: [NH:8]1[CH2:13][CH2:12][CH2:11][CH:10]([NH:14][C:15]([CH:17]2[C:25]3[C:20](=[CH:21][CH:22]=[CH:23][CH:24]=3)[N:19]([S:26]([C:29]3[C:38]4[C:33](=[CH:34][CH:35]=[CH:36][CH:37]=4)[C:32]([O:39][CH3:40])=[CH:31][CH:30]=3)(=[O:28])=[O:27])[CH2:18]2)=[O:16])[CH2:9]1. The catalyst class is: 4. Reactant: C(OC([N:8]1[CH2:13][CH2:12][CH2:11][CH:10]([NH:14][C:15]([CH:17]2[C:25]3[C:20](=[CH:21][CH:22]=[CH:23][CH:24]=3)[N:19]([S:26]([C:29]3[C:38]4[C:33](=[CH:34][CH:35]=[CH:36][CH:37]=4)[C:32]([O:39][CH3:40])=[CH:31][CH:30]=3)(=[O:28])=[O:27])[CH2:18]2)=[O:16])[CH2:9]1)=O)(C)(C)C.FC(F)(F)C(O)=O.